Task: Predict the product of the given reaction.. Dataset: Forward reaction prediction with 1.9M reactions from USPTO patents (1976-2016) (1) Given the reactants [C:1]1([CH2:7][N:8]2[CH2:13][CH2:12][N:11]([C:14]3[CH:19]=[CH:18][C:17]([NH2:20])=[CH:16][CH:15]=3)[CH2:10][CH2:9]2)[CH:6]=[CH:5][CH:4]=[CH:3][CH:2]=1.C(N(CC)CC)C.[F:28][C:29]([F:46])([F:45])[C:30]1[CH:35]=[CH:34][C:33]([C:36]2[C:37]([C:42](Cl)=[O:43])=[CH:38][CH:39]=[CH:40][CH:41]=2)=[CH:32][CH:31]=1, predict the reaction product. The product is: [C:1]1([CH2:7][N:8]2[CH2:9][CH2:10][N:11]([C:14]3[CH:15]=[CH:16][C:17]([NH:20][C:42]([C:37]4[C:36]([C:33]5[CH:34]=[CH:35][C:30]([C:29]([F:28])([F:45])[F:46])=[CH:31][CH:32]=5)=[CH:41][CH:40]=[CH:39][CH:38]=4)=[O:43])=[CH:18][CH:19]=3)[CH2:12][CH2:13]2)[CH:2]=[CH:3][CH:4]=[CH:5][CH:6]=1. (2) Given the reactants [OH:1][CH:2]([C:20]1[CH:25]=[CH:24][N:23]=[CH:22][CH:21]=1)[CH:3]([CH2:9][C:10]1[CH:15]=[CH:14][C:13]([C:16]([F:19])([F:18])[F:17])=[CH:12][CH:11]=1)[C:4]([O:6]CC)=[O:5].[OH-].[Na+].Cl.C(=O)([O-])O.[Na+], predict the reaction product. The product is: [OH:1][CH:2]([C:20]1[CH:21]=[CH:22][N:23]=[CH:24][CH:25]=1)[CH:3]([CH2:9][C:10]1[CH:11]=[CH:12][C:13]([C:16]([F:17])([F:18])[F:19])=[CH:14][CH:15]=1)[C:4]([OH:6])=[O:5]. (3) Given the reactants [CH3:1][O:2][C:3]1[CH:4]=[C:5]2[C:10](=[CH:11][C:12]=1[O:13][CH2:14][C@H:15]1[CH2:17][O:16]1)[N:9]=[CH:8][N:7]=[C:6]2[O:18][C:19]1[CH:20]=[C:21]2[C:25](=[CH:26][CH:27]=1)[NH:24][CH:23]=[C:22]2[CH3:28].[NH:29]1[CH2:34][CH2:33][O:32][CH2:31][CH2:30]1, predict the reaction product. The product is: [OH:16][C@H:15]([CH2:17][N:29]1[CH2:34][CH2:33][O:32][CH2:31][CH2:30]1)[CH2:14][O:13][C:12]1[CH:11]=[C:10]2[C:5]([C:6]([O:18][C:19]3[CH:20]=[C:21]4[C:25](=[CH:26][CH:27]=3)[NH:24][CH:23]=[C:22]4[CH3:28])=[N:7][CH:8]=[N:9]2)=[CH:4][C:3]=1[O:2][CH3:1].